This data is from Forward reaction prediction with 1.9M reactions from USPTO patents (1976-2016). The task is: Predict the product of the given reaction. (1) Given the reactants [OH:1][C:2]1[CH:6]=[C:5]([C:7]([F:10])([F:9])[F:8])[S:4][C:3]=1[CH2:11][N:12]1[C:20]2[C:15](=[CH:16][CH:17]=[CH:18][CH:19]=2)[C:14]2([C:24]3=[CH:25][C:26]4[O:30][CH2:29][O:28][C:27]=4[CH:31]=[C:23]3[O:22][CH2:21]2)[C:13]1=[O:32].[OH-].[Na+].I[CH3:36], predict the reaction product. The product is: [CH3:36][O:1][C:2]1[CH:6]=[C:5]([C:7]([F:8])([F:9])[F:10])[S:4][C:3]=1[CH2:11][N:12]1[C:20]2[C:15](=[CH:16][CH:17]=[CH:18][CH:19]=2)[C:14]2([C:24]3=[CH:25][C:26]4[O:30][CH2:29][O:28][C:27]=4[CH:31]=[C:23]3[O:22][CH2:21]2)[C:13]1=[O:32]. (2) Given the reactants [CH3:1][O:2][C:3](=[O:16])[C:4]1[CH:9]=[CH:8][C:7]([C:10]2[N:11]=[C:12]([NH2:15])[S:13][CH:14]=2)=[CH:6][CH:5]=1.[C:17]1([S:23](Cl)(=[O:25])=[O:24])[CH:22]=[CH:21][CH:20]=[CH:19][CH:18]=1, predict the reaction product. The product is: [CH3:1][O:2][C:3](=[O:16])[C:4]1[CH:5]=[CH:6][C:7]([C:10]2[N:11]=[C:12]([NH:15][S:23]([C:17]3[CH:22]=[CH:21][CH:20]=[CH:19][CH:18]=3)(=[O:25])=[O:24])[S:13][CH:14]=2)=[CH:8][CH:9]=1.